The task is: Predict the product of the given reaction.. This data is from Forward reaction prediction with 1.9M reactions from USPTO patents (1976-2016). (1) Given the reactants NC1C(C(OC)=O)=C2C(C3CC3CO2)=CC=1.CC(C)(C)C([NH:21][C:22]1[C:31]([C:32]([O:34][CH3:35])=[O:33])=[C:30]2[C:25]([CH:26]3[C:36]([F:38])([F:37])[CH:27]3[CH2:28][O:29]2)=[CH:24][CH:23]=1)=O, predict the reaction product. The product is: [NH2:21][C:22]1[C:31]([C:32]([O:34][CH3:35])=[O:33])=[C:30]2[C:25]([CH:26]3[C:36]([F:38])([F:37])[CH:27]3[CH2:28][O:29]2)=[CH:24][CH:23]=1. (2) Given the reactants [NH2:1][CH2:2][C:3]1[CH:4]=[CH:5][C:6]([F:36])=[C:7]([CH:9]2[CH2:14][CH2:13][N:12]([C:15]([C:17]3[C:25]4[C:20](=[C:21]([F:31])[CH:22]=[CH:23][C:24]=4[O:26][C:27]([F:30])([F:29])[F:28])[N:19]([CH2:32][CH2:33][O:34][CH3:35])[CH:18]=3)=[O:16])[CH2:11][CH2:10]2)[CH:8]=1.[C:37]([OH:44])(=[O:43])/[CH:38]=[CH:39]/[C:40]([OH:42])=[O:41].C([OH:48])(C)C, predict the reaction product. The product is: [OH2:16].[C:37]([OH:44])(=[O:43])/[CH:38]=[CH:39]/[C:40]([OH:42])=[O:41].[NH2:1][CH2:2][C:3]1[CH:4]=[CH:5][C:6]([F:36])=[C:7]([CH:9]2[CH2:14][CH2:13][N:12]([C:15]([C:17]3[C:25]4[C:20](=[C:21]([F:31])[CH:22]=[CH:23][C:24]=4[O:26][C:27]([F:30])([F:28])[F:29])[N:19]([CH2:32][CH2:33][O:34][CH3:35])[CH:18]=3)=[O:16])[CH2:11][CH2:10]2)[CH:8]=1.[C:37]([OH:44])(=[O:43])/[CH:38]=[CH:39]/[C:40]([OH:42])=[O:41].[C:37]([OH:44])(=[O:43])/[CH:38]=[CH:39]/[C:40]([OH:42])=[O:41].[NH2:1][CH2:2][C:3]1[CH:4]=[CH:5][C:6]([F:36])=[C:7]([CH:9]2[CH2:14][CH2:13][N:12]([C:15]([C:17]3[C:25]4[C:20](=[C:21]([F:31])[CH:22]=[CH:23][C:24]=4[O:26][C:27]([F:30])([F:28])[F:29])[N:19]([CH2:32][CH2:33][O:34][CH3:35])[CH:18]=3)=[O:16])[CH2:11][CH2:10]2)[CH:8]=1.[OH2:48]. (3) Given the reactants C[CH2:2][O:3][CH2:4][CH2:5][C:6]1[CH:10]=[C:9]([C:11]2[CH:16]=[CH:15][C:14]([S:17]([CH3:20])(=[O:19])=[O:18])=[CH:13][CH:12]=2)[N:8]([C:21]2[CH:26]=[CH:25][CH:24]=[CH:23][CH:22]=2)[C:7]=1[CH3:27].CCCOCCC1C=C(C2C=CC(S(C)(=O)=O)=CC=2)N(C2C=CC=CC=2)C=1C.CC1N(C2C=CC(F)=CC=2)C(C2C=CC(S(C)(=O)=O)=CC=2)=CC=1CCOC.CCOCCC1C=C(C2C=CC(S(C)(=O)=O)=CC=2)N(C2C=CC(F)=CC=2)C=1C, predict the reaction product. The product is: [CH3:27][C:7]1[N:8]([C:21]2[CH:22]=[CH:23][CH:24]=[CH:25][CH:26]=2)[C:9]([C:11]2[CH:16]=[CH:15][C:14]([S:17]([CH3:20])(=[O:19])=[O:18])=[CH:13][CH:12]=2)=[CH:10][C:6]=1[CH2:5][CH2:4][O:3][CH3:2].